Dataset: Forward reaction prediction with 1.9M reactions from USPTO patents (1976-2016). Task: Predict the product of the given reaction. (1) Given the reactants FC(F)(F)C(O)=O.[Cl:8][C:9]1[CH:10]=[C:11]([NH:16][C:17]2[C:26]3[C:21](=[CH:22][C:23]([OH:29])=[C:24]([O:27][CH3:28])[CH:25]=3)[N:20]=[CH:19][N:18]=2)[CH:12]=[CH:13][C:14]=1[Cl:15].Br[CH2:31][CH2:32][NH:33]C(=O)OC(C)(C)C.C(=O)([O-])[O-].[K+].[K+].Cl, predict the reaction product. The product is: [ClH:8].[NH2:33][CH2:32][CH2:31][O:29][C:23]1[CH:22]=[C:21]2[C:26]([C:17]([NH:16][C:11]3[CH:12]=[CH:13][C:14]([Cl:15])=[C:9]([Cl:8])[CH:10]=3)=[N:18][CH:19]=[N:20]2)=[CH:25][C:24]=1[O:27][CH3:28]. (2) Given the reactants [Li+].C[Si]([N-][Si](C)(C)C)(C)C.[O:11]1[CH2:16][CH2:15][CH:14]([C:17]#[N:18])[CH2:13][CH2:12]1.[Cl:19][CH2:20][CH2:21][CH2:22]I, predict the reaction product. The product is: [Cl:19][CH2:20][CH2:21][CH2:22][C:14]1([C:17]#[N:18])[CH2:15][CH2:16][O:11][CH2:12][CH2:13]1. (3) Given the reactants [NH2:1][C:2]1[N:7]=[C:6]([S:8]([NH:11][C:12]([C:14]2[C:15](Cl)=[N:16][C:17]([Cl:21])=[C:18]([F:20])[CH:19]=2)=[O:13])(=[O:10])=[O:9])[CH:5]=[CH:4][CH:3]=1.[CH3:23][C:24]1([CH3:30])[CH2:28][CH:27]([CH3:29])[CH2:26][NH:25]1.C([O-])([O-])=O.[K+].[K+], predict the reaction product. The product is: [NH2:1][C:2]1[N:7]=[C:6]([S:8]([NH:11][C:12]([C:14]2[C:15]([N:25]3[CH2:26][CH:27]([CH3:29])[CH2:28][C:24]3([CH3:30])[CH3:23])=[N:16][C:17]([Cl:21])=[C:18]([F:20])[CH:19]=2)=[O:13])(=[O:10])=[O:9])[CH:5]=[CH:4][CH:3]=1. (4) Given the reactants CS([O:5][C@H:6]1[C@H:10]([NH:11][S:12]([CH:15]([CH3:17])[CH3:16])(=[O:14])=[O:13])[CH2:9][O:8][CH2:7]1)(=O)=O.[Br:18][C:19]1[CH:24]=[CH:23][C:22](O)=[CH:21][CH:20]=1.C(=O)([O-])[O-].[Cs+].[Cs+].C(=O)(O)[O-].[Na+], predict the reaction product. The product is: [Br:18][C:19]1[CH:24]=[CH:23][C:22]([O:5][C@@H:6]2[CH2:7][O:8][CH2:9][C@H:10]2[NH:11][S:12]([CH:15]([CH3:17])[CH3:16])(=[O:14])=[O:13])=[CH:21][CH:20]=1. (5) Given the reactants C(OC(=O)[NH:7][C@H:8]([CH2:29][C:30]1[CH:35]=[C:34]([F:36])[C:33]([F:37])=[CH:32][C:31]=1[F:38])[CH2:9][C:10](=[O:28])[N:11]1[CH2:15][CH2:14][CH2:13][C@H:12]1[C:16]1[N:20]=[C:19]([C:21]2([C:24]([F:27])([F:26])[F:25])[CH2:23][CH2:22]2)[O:18][N:17]=1)(C)(C)C.[ClH:40], predict the reaction product. The product is: [ClH:40].[NH2:7][C@H:8]([CH2:29][C:30]1[CH:35]=[C:34]([F:36])[C:33]([F:37])=[CH:32][C:31]=1[F:38])[CH2:9][C:10]([N:11]1[CH2:15][CH2:14][CH2:13][C@H:12]1[C:16]1[N:20]=[C:19]([C:21]2([C:24]([F:27])([F:26])[F:25])[CH2:22][CH2:23]2)[O:18][N:17]=1)=[O:28].